This data is from Catalyst prediction with 721,799 reactions and 888 catalyst types from USPTO. The task is: Predict which catalyst facilitates the given reaction. (1) Product: [C:1]([O:5][C:6](=[O:17])[NH:7][C:8]1[C:9]([CH3:16])=[N:10][N:11]2[C:15]([Br:23])=[CH:14][S:13][C:12]=12)([CH3:4])([CH3:3])[CH3:2]. Reactant: [C:1]([O:5][C:6](=[O:17])[NH:7][C:8]1[C:9]([CH3:16])=[N:10][N:11]2[CH:15]=[CH:14][S:13][C:12]=12)([CH3:4])([CH3:3])[CH3:2].C([Li])CCC.[Br:23]C(F)(F)C(F)(F)Br.[Cl-].[NH4+]. The catalyst class is: 7. (2) Reactant: [Br:1][C:2]1[C:7]2[O:8][CH2:9][O:10][C:6]=2[C:5]([OH:11])=[CH:4][CH:3]=1.Cl[C:13]1[C:18]2[CH:19]=[CH:20][O:21][C:17]=2[CH:16]=[CH:15][N:14]=1.C(=O)([O-])[O-].[Cs+].[Cs+].C(OCC)(=O)C. Product: [Br:1][C:2]1[C:7]2[O:8][CH2:9][O:10][C:6]=2[C:5]([O:11][C:13]2[C:18]3[CH:19]=[CH:20][O:21][C:17]=3[CH:16]=[CH:15][N:14]=2)=[CH:4][CH:3]=1. The catalyst class is: 16. (3) Reactant: [Cl:1][C:2]1[CH:7]=[C:6]([NH:8][CH:9]2[CH2:11][CH2:10]2)[N:5]2[N:12]=[CH:13][C:14]([CH:15]=[O:16])=[C:4]2[N:3]=1.C(N(CC)CC)C.CN(C1C=CC=CN=1)C.[C:33]([O:37][C:38](O[C:38]([O:37][C:33]([CH3:36])([CH3:35])[CH3:34])=[O:39])=[O:39])([CH3:36])([CH3:35])[CH3:34]. Product: [Cl:1][C:2]1[CH:7]=[C:6]([N:8]([CH:9]2[CH2:11][CH2:10]2)[C:38](=[O:39])[O:37][C:33]([CH3:36])([CH3:35])[CH3:34])[N:5]2[N:12]=[CH:13][C:14]([CH:15]=[O:16])=[C:4]2[N:3]=1. The catalyst class is: 2. (4) Reactant: Cl.Cl[CH2:3][CH2:4][N:5]1[CH2:10][CH2:9][O:8][CH2:7][CH2:6]1.C(=O)([O-])[O-].[K+].[K+].[Cl:17][C:18]1[N:26]=[C:25]2[C:21]([NH:22][C:23](=[O:33])[N:24]2[CH:27]2[CH2:32][CH2:31][O:30][CH2:29][CH2:28]2)=[CH:20][N:19]=1.C(OCC)(=O)C. Product: [Cl:17][C:18]1[N:26]=[C:25]2[C:21]([N:22]([CH2:3][CH2:4][N:5]3[CH2:10][CH2:9][O:8][CH2:7][CH2:6]3)[C:23](=[O:33])[N:24]2[CH:27]2[CH2:28][CH2:29][O:30][CH2:31][CH2:32]2)=[CH:20][N:19]=1. The catalyst class is: 3. (5) Reactant: [H-].[Al+3].[Li+].[H-].[H-].[H-].[CH3:7][N:8]1[C:12]([CH3:13])=[CH:11][C:10]([C:14](O)=[O:15])=[N:9]1.C(OCC)(=O)C. Product: [CH3:7][N:8]1[C:12]([CH3:13])=[CH:11][C:10]([CH2:14][OH:15])=[N:9]1. The catalyst class is: 1. (6) Reactant: [Br:1][C:2](Br)=[N:3][OH:4].[CH3:6][C:7](=[O:10])[C:8]#[CH:9].C(=O)([O-])[O-].[K+].[K+].Cl. Product: [Br:1][C:2]1[CH:9]=[C:8]([C:7](=[O:10])[CH3:6])[O:4][N:3]=1. The catalyst class is: 2.